Task: Predict the product of the given reaction.. Dataset: Forward reaction prediction with 1.9M reactions from USPTO patents (1976-2016) (1) Given the reactants [C:1]([O:5][C:6](=[O:19])[NH:7][C@H:8]([CH2:17]O)[CH2:9][C:10]1[CH:15]=[CH:14][CH:13]=[C:12]([F:16])[CH:11]=1)([CH3:4])([CH3:3])[CH3:2].C1(P(C2C=CC=CC=2)C2C=CC=CC=2)C=CC=CC=1.[C:39]1(=[O:49])[NH:43][C:42](=[O:44])[C:41]2=[CH:45][CH:46]=[CH:47][CH:48]=[C:40]12.C(OC([N+](C(OC(C)C)=O)=[N-])=O)(C)C, predict the reaction product. The product is: [C:1]([O:5][C:6](=[O:19])[NH:7][C@H:8]([CH2:17][N:43]1[C:39](=[O:49])[C:40]2[C:41](=[CH:45][CH:46]=[CH:47][CH:48]=2)[C:42]1=[O:44])[CH2:9][C:10]1[CH:15]=[CH:14][CH:13]=[C:12]([F:16])[CH:11]=1)([CH3:4])([CH3:3])[CH3:2]. (2) Given the reactants [NH2:1][C:2]1[CH:10]=[C:9]([C:11]2[CH:12]=[C:13]([NH:18][S:19]([CH3:22])(=[O:21])=[O:20])[C:14]([CH3:17])=[N:15][CH:16]=2)[CH:8]=[C:7]2[C:3]=1[CH:4]=[N:5][N:6]2S(C1C=CC=CC=1)(=O)=O.[N:32]1([CH2:38][C:39](O)=[O:40])[CH2:37][CH2:36][O:35][CH2:34][CH2:33]1.CN(C(ON1N=NC2C=CC=NC1=2)=[N+](C)C)C.F[P-](F)(F)(F)(F)F.CCN(C(C)C)C(C)C.[OH-].[Na+].Cl, predict the reaction product. The product is: [CH3:17][C:14]1[N:15]=[CH:16][C:11]([C:9]2[CH:8]=[C:7]3[C:3]([CH:4]=[N:5][NH:6]3)=[C:2]([NH:1][C:39](=[O:40])[CH2:38][N:32]3[CH2:37][CH2:36][O:35][CH2:34][CH2:33]3)[CH:10]=2)=[CH:12][C:13]=1[NH:18][S:19]([CH3:22])(=[O:21])=[O:20]. (3) The product is: [CH:21]([O:25][CH2:26][CH2:27][C@H:28]([NH:32][C:33]([O:35][C:36]([CH3:37])([CH3:39])[CH3:38])=[O:34])[C:29]([N:16]1[CH2:17][C@H:18]([OH:20])[CH2:19][C@H:15]1[C:13]([NH:12][C@:7]1([C:5]([O:4][CH2:2][CH3:3])=[O:6])[CH2:9][C@H:8]1[CH:10]=[CH2:11])=[O:14])=[O:30])=[CH:22][CH2:23][CH3:24]. Given the reactants Cl.[CH2:2]([O:4][C:5]([C@@:7]1([NH:12][C:13]([C@@H:15]2[CH2:19][C@@H:18]([OH:20])[CH2:17][NH:16]2)=[O:14])[CH2:9][C@H:8]1[CH:10]=[CH2:11])=[O:6])[CH3:3].[CH2:21]([O:25][CH2:26][CH2:27][C@H:28]([NH:32][C:33]([O:35][C:36]([CH3:39])([CH3:38])[CH3:37])=[O:34])[C:29](O)=[O:30])[CH2:22][CH:23]=[CH2:24].F[P-](F)(F)(F)(F)F.N1(OC(N(C)C)=[N+](C)C)C2N=CC=CC=2N=N1.C(N(C(C)C)CC)(C)C, predict the reaction product. (4) Given the reactants [F:1][C:2]1[CH:3]=[C:4]([NH2:19])[CH:5]=[CH:6][C:7]=1[O:8][C:9]1[CH:17]=[CH:16][CH:15]=[C:14]2[C:10]=1[C:11]([CH3:18])=[N:12][NH:13]2.Cl[C:21]1[CH:26]=[C:25]([C:27]2[CH:32]=[CH:31][N:30]=[CH:29][CH:28]=2)[N:24]=[C:23]([NH2:33])[N:22]=1.Cl, predict the reaction product. The product is: [NH2:33][C:23]1[N:22]=[C:21]([NH:19][C:4]2[CH:5]=[CH:6][C:7]([O:8][C:9]3[CH:17]=[CH:16][CH:15]=[C:14]4[C:10]=3[C:11]([CH3:18])=[N:12][NH:13]4)=[C:2]([F:1])[CH:3]=2)[CH:26]=[C:25]([C:27]2[CH:32]=[CH:31][N:30]=[CH:29][CH:28]=2)[N:24]=1. (5) Given the reactants [ClH:1].CO.[CH3:4][C:5]([C:38]([OH:40])=[O:39])([C:7]1[CH:12]=[CH:11][C:10]([CH:13]([OH:37])[CH2:14][CH2:15][CH2:16][N:17]2[CH2:22][CH2:21][CH:20]([C:23]([OH:36])([C:30]3[CH:35]=[CH:34][CH:33]=[CH:32][CH:31]=3)[C:24]3[CH:29]=[CH:28][CH:27]=[CH:26][CH:25]=3)[CH2:19][CH2:18]2)=[CH:9][CH:8]=1)[CH3:6], predict the reaction product. The product is: [CH3:6][C:5]([C:38]([OH:40])=[O:39])([C:7]1[CH:12]=[CH:11][C:10]([CH:13]([OH:37])[CH2:14][CH2:15][CH2:16][N:17]2[CH2:18][CH2:19][CH:20]([C:23]([OH:36])([C:24]3[CH:25]=[CH:26][CH:27]=[CH:28][CH:29]=3)[C:30]3[CH:35]=[CH:34][CH:33]=[CH:32][CH:31]=3)[CH2:21][CH2:22]2)=[CH:9][CH:8]=1)[CH3:4].[ClH:1]. (6) Given the reactants F[C:2]1[CH:3]=[C:4]([CH2:9][C@H:10]([NH:14][C:15](=[O:24])OCC2C=CC=CC=2)[C@H:11]2[CH2:13][O:12]2)[CH:5]=[C:6](F)[CH:7]=1.[CH3:25][O:26][C:27]1[CH:36]=[C:35]2[C:30](CCC[CH:34]2[NH2:37])=[CH:29][CH:28]=1.C(N(CCC)C([C:44]1[CH:45]=[C:46]([CH:50]=[C:51](CC)[CH:52]=1)C(O)=O)=O)CC, predict the reaction product. The product is: [CH2:9]([C@H:10]([NH:14][C:15](=[O:24])[C:52]1[CH:44]=[CH:45][C:46]([NH:14][CH2:10][CH2:9][CH2:4][CH3:3])=[CH:50][CH:51]=1)[C@H:11]([OH:12])[CH2:13][NH:37][CH2:34][C:35]1[CH:30]=[CH:29][CH:28]=[C:27]([O:26][CH3:25])[CH:36]=1)[C:4]1[CH:3]=[CH:2][CH:7]=[CH:6][CH:5]=1.